Dataset: NCI-60 drug combinations with 297,098 pairs across 59 cell lines. Task: Regression. Given two drug SMILES strings and cell line genomic features, predict the synergy score measuring deviation from expected non-interaction effect. (1) Drug 2: CC(C)NC(=O)C1=CC=C(C=C1)CNNC.Cl. Synergy scores: CSS=-3.96, Synergy_ZIP=5.04, Synergy_Bliss=5.81, Synergy_Loewe=-1.75, Synergy_HSA=-3.32. Cell line: HCT116. Drug 1: CC1=C(C=C(C=C1)C(=O)NC2=CC(=CC(=C2)C(F)(F)F)N3C=C(N=C3)C)NC4=NC=CC(=N4)C5=CN=CC=C5. (2) Drug 1: CC1C(C(CC(O1)OC2CC(CC3=C2C(=C4C(=C3O)C(=O)C5=C(C4=O)C(=CC=C5)OC)O)(C(=O)CO)O)N)O.Cl. Drug 2: C1CC(=O)NC(=O)C1N2C(=O)C3=CC=CC=C3C2=O. Cell line: PC-3. Synergy scores: CSS=-2.37, Synergy_ZIP=2.71, Synergy_Bliss=1.60, Synergy_Loewe=-3.02, Synergy_HSA=-2.74.